Predict which catalyst facilitates the given reaction. From a dataset of Catalyst prediction with 721,799 reactions and 888 catalyst types from USPTO. (1) Reactant: C(N1CCC(C2C=[CH:17][C:13]([C:14]([NH2:16])=[O:15])=[C:12]([O:19][C:20]3[CH:21]=[N:22][N:23]([CH2:25][C:26]4[CH:31]=[CH:30][CH:29]=[CH:28][CH:27]=4)[CH:24]=3)N=2)C1)(=O)C=C.ClC1N=C(Cl)C=C[C:34]=1[C:35]([NH2:37])=O.C(N1C=C(O)C=N1)C1C=CC=CC=1.CC1(C)C(C)(C)OB([C:64]2[CH2:65][N:66]([C:69]([O:71][C:72]([CH3:75])([CH3:74])[CH3:73])=[O:70])[CH2:67][CH:68]=2)O1.C(Cl)(=O)C=C.N1C=CCCC1.N1CCCCC1. Product: [CH2:25]([N:23]1[CH:24]=[C:20]([O:19][C:12]2[C:13]([C:14](=[O:15])[NH2:16])=[CH:17][N:37]=[C:35]([CH:64]3[CH2:68][CH2:67][N:66]([C:69]([O:71][C:72]([CH3:73])([CH3:74])[CH3:75])=[O:70])[CH2:65]3)[CH:34]=2)[CH:21]=[N:22]1)[C:26]1[CH:27]=[CH:28][CH:29]=[CH:30][CH:31]=1. The catalyst class is: 45. (2) Reactant: [Br:1][C:2]1[CH:7]=[CH:6][C:5]([C@@H:8]([CH2:12][OH:13])[CH2:9][C:10]#[N:11])=[C:4]([O:14][CH3:15])[CH:3]=1.[O:16](C(OC(C)(C)C)=O)[C:17]([O:19][C:20]([CH3:23])([CH3:22])[CH3:21])=O.[BH4-].[Na+].C(NCC)C. Product: [C:20]([O:19][C:17](=[O:16])[NH:11][CH2:10][CH2:9][C@@H:8]([C:5]1[CH:6]=[CH:7][C:2]([Br:1])=[CH:3][C:4]=1[O:14][CH3:15])[CH2:12][OH:13])([CH3:23])([CH3:22])[CH3:21]. The catalyst class is: 5. (3) Product: [OH:4][CH2:3][C@@H:2]([NH:1][C:34]([C:32]1[S:31][C:26]2=[N:27][C:28]3[CH2:29][CH2:30][CH:21]([C:17]([CH3:19])([CH3:18])[CH3:20])[CH2:22][C:23]=3[CH:24]=[C:25]2[CH:33]=1)=[O:35])[CH:5]([CH3:7])[CH3:6]. The catalyst class is: 2. Reactant: [NH2:1][C@@H:2]([CH:5]([CH3:7])[CH3:6])[CH2:3][OH:4].C(N(C(C)C)CC)(C)C.[C:17]([CH:21]1[CH2:30][CH2:29][C:28]2[N:27]=[C:26]3[S:31][C:32]([C:34](Cl)=[O:35])=[CH:33][C:25]3=[CH:24][C:23]=2[CH2:22]1)([CH3:20])([CH3:19])[CH3:18]. (4) Reactant: Cl[C:2]1C=CC=C(C(OO)=O)[CH:3]=1.C(S[C:15]1[C:16]([C:25]([N:27]([CH3:38])[C:28]2[CH:33]=[CH:32][C:31]([C:34]([F:37])([F:36])[F:35])=[CH:30][N:29]=2)=[O:26])=[N:17][CH:18]=[C:19]([C:21]([F:24])([F:23])[F:22])[CH:20]=1)C.C(=O)(O)[O-].[Na+].[S:44]([O-:48])([O-])(=[O:46])=S.[Na+].[Na+]. Product: [CH2:2]([S:44]([C:15]1[C:16]([C:25]([N:27]([CH3:38])[C:28]2[CH:33]=[CH:32][C:31]([C:34]([F:36])([F:37])[F:35])=[CH:30][N:29]=2)=[O:26])=[N:17][CH:18]=[C:19]([C:21]([F:24])([F:22])[F:23])[CH:20]=1)(=[O:48])=[O:46])[CH3:3]. The catalyst class is: 22. (5) Reactant: [BH4-].[Na+].[C:3]([NH:6][CH:7]([CH2:13][C:14]1[S:18][CH:17]=[N:16][CH:15]=1)[C:8](OCC)=[O:9])(=[O:5])[CH3:4]. Product: [OH:9][CH2:8][CH:7]([NH:6][C:3](=[O:5])[CH3:4])[CH2:13][C:14]1[S:18][CH:17]=[N:16][CH:15]=1. The catalyst class is: 8.